From a dataset of Catalyst prediction with 721,799 reactions and 888 catalyst types from USPTO. Predict which catalyst facilitates the given reaction. Product: [C:4]1([CH3:8])[CH:5]=[CH:6][CH:7]=[C:2]([NH:1][C:15](=[O:24])[CH:16]=[CH:17][C:18]2[CH:23]=[CH:22][CH:21]=[CH:20][CH:19]=2)[CH:3]=1. Reactant: [NH2:1][C:2]1[CH:7]=[CH:6][CH:5]=[C:4]([CH3:8])[CH:3]=1.N1C=CC=CC=1.[C:15](Cl)(=[O:24])[CH:16]=[CH:17][C:18]1[CH:23]=[CH:22][CH:21]=[CH:20][CH:19]=1. The catalyst class is: 4.